Task: Predict the reactants needed to synthesize the given product.. Dataset: Full USPTO retrosynthesis dataset with 1.9M reactions from patents (1976-2016) (1) The reactants are: [CH2:1]([N:8]1[CH2:12][CH2:11][N:10]([C:13]2[S:14][C:15]([C:19]([OH:21])=O)=[C:16]([CH3:18])[N:17]=2)[C:9]1=[O:22])[C:2]1[CH:7]=CC=CC=1.CC1N=C(N2CCN(CCC)C2=O)SC=1C(O)=O.[NH2:41][CH2:42][C:43]1[CH:44]=[N:45][CH:46]=[CH:47][CH:48]=1. Given the product [CH3:18][C:16]1[N:17]=[C:13]([N:10]2[CH2:11][CH2:12][N:8]([CH2:1][CH2:2][CH3:7])[C:9]2=[O:22])[S:14][C:15]=1[C:19]([NH:41][CH2:42][C:43]1[CH:44]=[N:45][CH:46]=[CH:47][CH:48]=1)=[O:21], predict the reactants needed to synthesize it. (2) Given the product [NH2:12][C:11]1[C:2]([Cl:1])=[C:3]([CH:8]=[CH:9][CH:10]=1)[C:4]([O:6][CH3:7])=[O:5], predict the reactants needed to synthesize it. The reactants are: [Cl:1][C:2]1[C:11]([N+:12]([O-])=O)=[CH:10][CH:9]=[CH:8][C:3]=1[C:4]([O:6][CH3:7])=[O:5].[Cl-].[NH4+]. (3) Given the product [OH:35][CH2:36][CH2:37][N+:38]([CH3:41])([CH3:40])[CH3:39].[OH:1][C:2]1[C:7]([NH:8]/[N:9]=[C:10]2/[C:11]([CH3:26])=[N:12][N:13]([C:16]3[CH:25]=[CH:24][C:23]4[CH2:22][CH2:21][CH2:20][CH2:19][C:18]=4[CH:17]=3)[C:14]/2=[O:15])=[CH:6][CH:5]=[CH:4][C:3]=1[C:27]1[O:31][C:30]([C:32]([OH:34])=[O:33])=[CH:29][CH:28]=1, predict the reactants needed to synthesize it. The reactants are: [OH:1][C:2]1[C:7]([NH:8]/[N:9]=[C:10]2/[C:11]([CH3:26])=[N:12][N:13]([C:16]3[CH:25]=[CH:24][C:23]4[CH2:22][CH2:21][CH2:20][CH2:19][C:18]=4[CH:17]=3)[C:14]/2=[O:15])=[CH:6][CH:5]=[CH:4][C:3]=1[C:27]1[O:31][C:30]([C:32]([OH:34])=[O:33])=[CH:29][CH:28]=1.[OH:35][CH2:36][CH2:37][N+:38]([CH3:41])([CH3:40])[CH3:39].[OH:35][CH2:36][CH2:37][N+:38]([CH3:41])([CH3:40])[CH3:39].OC1C(N/N=C2/C(C)=NN(C3C=CC4CCCCC=4C=3)C/2=O)=CC=CC=1C1OC(C(O)=O)=CC=1.CO.O. (4) Given the product [Br:19][C:7]1[S:6][C:5]2[CH:10]=[CH:11][C:2]([F:1])=[CH:3][C:4]=2[C:8]=1[CH3:9], predict the reactants needed to synthesize it. The reactants are: [F:1][C:2]1[CH:11]=[CH:10][C:5]2[S:6][CH:7]=[C:8]([CH3:9])[C:4]=2[CH:3]=1.C1C(=O)N([Br:19])C(=O)C1.